Dataset: Forward reaction prediction with 1.9M reactions from USPTO patents (1976-2016). Task: Predict the product of the given reaction. (1) Given the reactants [F:1][C:2]1[CH:10]=[CH:9][C:8]2[NH:7][C:6]3[CH:11]([C:27](OCC)=[O:28])[CH2:12][N:13]([C:18](=[O:26])[C:19]4[CH:24]=[CH:23][C:22]([F:25])=[CH:21][CH:20]=4)[CH2:14][C:15]([CH3:17])([CH3:16])[C:5]=3[C:4]=2[CH:3]=1.C1N=CN(C(N2C=NC=C2)=O)C=1.[CH:44]([NH2:47])([CH3:46])[CH3:45], predict the reaction product. The product is: [CH:44]([NH:47][C:27]([C:11]1[C:6]2[NH:7][C:8]3[CH:9]=[CH:10][C:2]([F:1])=[CH:3][C:4]=3[C:5]=2[C:15]([CH3:17])([CH3:16])[CH2:14][N:13]([C:18](=[O:26])[C:19]2[CH:20]=[CH:21][C:22]([F:25])=[CH:23][CH:24]=2)[CH:12]=1)=[O:28])([CH3:46])[CH3:45]. (2) Given the reactants [CH3:1][C:2]1C=C2C=NNC2=C(C)[N:7]=1.[C:12]([C:15]1[C:23]2[C:18](=N[CH:20]=[CH:21][CH:22]=2)[N:17]([CH2:24][C:25]([OH:27])=[O:26])[N:16]=1)(=[O:14])[NH2:13], predict the reaction product. The product is: [C:12]([C:15]1[C:23]2[C:18](=[C:2]([CH3:1])[N:7]=[C:21]([CH3:20])[CH:22]=2)[N:17]([CH2:24][C:25]([OH:27])=[O:26])[N:16]=1)(=[O:14])[NH2:13]. (3) Given the reactants [Cl:1][C:2]1[CH:3]=[C:4]2[C:9](=[CH:10][C:11]=1[Cl:12])[N:8]=[C:7]([CH3:13])[CH:6]=[CH:5]2.[CH:14](=O)[C:15]1[CH:20]=[CH:19][CH:18]=[CH:17][CH:16]=1.CC(OC(C)=O)=O, predict the reaction product. The product is: [Cl:1][C:2]1[CH:3]=[C:4]2[C:9](=[CH:10][C:11]=1[Cl:12])[N:8]=[C:7](/[CH:13]=[CH:14]/[C:15]1[CH:20]=[CH:19][CH:18]=[CH:17][CH:16]=1)[CH:6]=[CH:5]2. (4) Given the reactants Cl.[NH2:2][C:3]1[C:4]([C:25]([NH:27][C:28]2[CH:29]=[N:30][CH:31]=[CH:32][CH:33]=2)=[O:26])=[N:5][C:6]([C:9]2[CH:14]=[CH:13][C:12]([S:15]([N:18]3[CH2:23][CH2:22][N:21]([CH3:24])[CH2:20][CH2:19]3)(=[O:17])=[O:16])=[CH:11][CH:10]=2)=[CH:7][N:8]=1.C(Cl)[Cl:35].CO, predict the reaction product. The product is: [ClH:35].[NH2:2][C:3]1[C:4]([C:25]([NH:27][C:28]2[CH:29]=[N:30][CH:31]=[CH:32][CH:33]=2)=[O:26])=[N:5][C:6]([C:9]2[CH:14]=[CH:13][C:12]([S:15]([N:18]3[CH2:23][CH2:22][N:21]([CH3:24])[CH2:20][CH2:19]3)(=[O:16])=[O:17])=[CH:11][CH:10]=2)=[CH:7][N:8]=1.